From a dataset of Catalyst prediction with 721,799 reactions and 888 catalyst types from USPTO. Predict which catalyst facilitates the given reaction. (1) Reactant: [N+:1]([C:4]1[CH:9]=[CH:8][C:7]([CH:10]2[CH2:15][C:14](=[O:16])O[C:12](=[O:17])[CH2:11]2)=[CH:6][CH:5]=1)([O-:3])=[O:2].[CH3:18][O:19][C:20]1[CH:27]=[CH:26][C:23]([CH2:24][NH2:25])=[CH:22][CH:21]=1. Product: [CH3:18][O:19][C:20]1[CH:27]=[CH:26][C:23]([CH2:24][N:25]2[C:12](=[O:17])[CH2:11][CH:10]([C:7]3[CH:6]=[CH:5][C:4]([N+:1]([O-:3])=[O:2])=[CH:9][CH:8]=3)[CH2:15][C:14]2=[O:16])=[CH:22][CH:21]=1. The catalyst class is: 1. (2) Reactant: [Cl:1][C:2]1[CH:30]=[CH:29][CH:28]=[CH:27][C:3]=1[CH2:4][N:5]([C:11]1[C:16]([C:17]([F:20])([F:19])[F:18])=[CH:15][C:14]([N+:21]([O-])=O)=[CH:13][C:12]=1[N+:24]([O-])=O)[C:6](=[O:10])[O:7][CH2:8][CH3:9]. Product: [Cl:1][C:2]1[CH:30]=[CH:29][CH:28]=[CH:27][C:3]=1[CH2:4][N:5]([C:11]1[C:16]([C:17]([F:20])([F:19])[F:18])=[CH:15][C:14]([NH2:21])=[CH:13][C:12]=1[NH2:24])[C:6](=[O:10])[O:7][CH2:8][CH3:9]. The catalyst class is: 78. (3) Reactant: C(N(CC)CC)C.[CH2:8]([O:15][C:16]1[CH:25]=[C:24]2[C:19]([C:20](Cl)=[C:21]([N+:26]([O-:28])=[O:27])[CH:22]=[N:23]2)=[CH:18][CH:17]=1)[C:9]1[CH:14]=[CH:13][CH:12]=[CH:11][CH:10]=1.[CH3:30][C:31]1([CH3:38])[O:35][CH:34]([CH2:36][NH2:37])[CH2:33][O:32]1. Product: [CH2:8]([O:15][C:16]1[CH:25]=[C:24]2[C:19]([C:20]([NH:37][CH2:36][CH:34]3[CH2:33][O:32][C:31]([CH3:38])([CH3:30])[O:35]3)=[C:21]([N+:26]([O-:28])=[O:27])[CH:22]=[N:23]2)=[CH:18][CH:17]=1)[C:9]1[CH:14]=[CH:13][CH:12]=[CH:11][CH:10]=1. The catalyst class is: 4.